This data is from Experimentally validated miRNA-target interactions with 360,000+ pairs, plus equal number of negative samples. The task is: Binary Classification. Given a miRNA mature sequence and a target amino acid sequence, predict their likelihood of interaction. (1) Result: 0 (no interaction). The protein sequence of the target gene is MNPSSVPHPLPPPGQQVIHVTQDLDTDLEALFNSVMNPKPSSWRKKILPESFFKEPDSGSHSRQSSTDSSGGHPGPRLAGGAQHVRSHSSPASLQLGTGAGAAGGPAQQHAHLRQQSYDVTDELPLPPGWEMTFTATGQRYFLNHIEKITTWQDPRKVMNQPLNHVNLHPSITSTSVPQRSMAVSQPNLAMNHQHQQVVATSLSPQNHPTQNQPTGLMSVPNALTTQQQQQQKLRLQRIQMERERIRMRQEELMRQEAALCRQLPMETETMAPVNTPAMSTDMRSVTNSSSDPFLNGGPY.... The miRNA is hsa-miR-3148 with sequence UGGAAAAAACUGGUGUGUGCUU. (2) The miRNA is hsa-miR-330-3p with sequence GCAAAGCACACGGCCUGCAGAGA. The protein sequence of the target gene is MDSPEVTFTLAYLVFAVCFVFTPNEFHAAGLTVQNLLSGWLGSEDAAFVPFHLRRTAATLLCHSLLPLGYYVGMCLAASEKRLHALSQAPEAWRLFLLLAVTLPSIACILIYYWSRDRWACHPLARTLALYALPQSGWQAVASSVNTEFRRIDKFATGAPGARVIVTDTWVMKVTTYRVHVAQQQDVHLTVTESRQHELSPDSNLPVQLLTIRVASTNPAVQAFDIWLNSTEYGELCEKLRAPIRRAAHVVIHQSLGDLFLETFASLVEVNPAYSVPSSQELEACIGCMQTRASVKLVKT.... Result: 0 (no interaction). (3) The miRNA is mmu-miR-3105-5p with sequence AGAGCAAGCCCGUAAGCAGCGU. The protein sequence of the target gene is MSDTPASTFGGRRAVPPNNSNAAEVDLPTEELQGLVPRGVNLKDYLNVTAVHLFKERWDSNKIDHHTDKYDNNKLIVRRGQTFYIQIDFNRPYDPRKDLFRVEYVIGRYPQENKGTYIPVPVVKELQSGKWGAKVIMNEDRSVRLSVQSSPECIVGKFRMYVAVWTPYGILRTRRDPETDTYILFNPWCEEDAVYLDDEKEREEYVLNDIGVIFYGDFKDIKSRSWSYGQFEDGILDTCLYVMDKAEMDLSGRGNPIKVSRVGSAMVNAKDDEGVLVGSWDNVYAYGIPPSAWTGSVDIL.... Result: 0 (no interaction). (4) The miRNA is hsa-miR-3912-3p with sequence UAACGCAUAAUAUGGACAUGU. The protein sequence of the target gene is MAFRGPEPWVSASLLRQRLKAEEKTLDLEFEVLSVGFNEAGRYALRLSAENPLQVGSGAGVQLQVNDGDPFPACSAITDVIEQQEPGQSLTLTRSKFIFTLPKGFCKNDGQHDAQLHVEALRLDEPLGRAAQRVGEAIFPIYPRPDQPRMNPKAQDHEDLYRYCGNLALLRASTDPTARHCGSLAYSVAFHVHRGPQPPVSDSPPRAGQPELMSPEEPLIASQSTEPEIGHLSPSKKETIMVTLHGATNLPACKDGSEPWPYVVVKSTSEEKNNQSSKAVTSVTSEPTRAPIWGDTVNVE.... Result: 0 (no interaction). (5) The miRNA is hsa-miR-4759 with sequence UAGGACUAGAUGUUGGAAUUA. The protein sequence of the target gene is MSEVLPADSGVDTLAVFMASSGTTDVTNRNSPATPPNTLNLRSSHNELLNAEIKHTETKNSTPPKCRKKYALTNIQAAMGLSDPAAQPLLGNGSANIKLVKNGENQLRKAAEQGQQDPNKNLSPTAVINITSEKLEGKEPHPQDSSSCEILPSQPRRTKSFLNYYADLETSARELEQNRGNHHGTAEEKSQPVQGQASTIIGNGDLLLQKPNRPQSSPEDGQVATVSSSPETKKDHPKTGAKTDCALHRIQNLAPSDEESSWTTLSQDSASPSSPDETDIWSDHSFQTDPDLPPGWKRVS.... Result: 0 (no interaction). (6) The miRNA is mmu-miR-10b-5p with sequence UACCCUGUAGAACCGAAUUUGUG. The protein sequence of the target gene is MVLTLLLSAYKLCRFFAMSGPRPGAERLAVPGPDGGGGTGPWWAAGGRGPREVSPGAGTEVQDALERALPELQQALSALKQAGGARAVGAGLAEVFQLVEEAWLLPAVGREVAQGLCDAIRLDGGLDLLLRLLQAPELETRVQAARLLEQILVAENRDRVARIGLGVILNLAKEREPVELARSVAGILEHMFKHSEETCQRLVAAGGLDAVLYWCRRTDPALLRHCALALGNCALHGGQAVQRRMVEKRAAEWLFPLAFSKEDELLRLHACLAVAVLATNKEVEREVERSGTLALVEPLV.... Result: 0 (no interaction).